Dataset: Catalyst prediction with 721,799 reactions and 888 catalyst types from USPTO. Task: Predict which catalyst facilitates the given reaction. (1) Reactant: [CH3:1][O:2][C:3]1[CH:4]=[C:5]([NH:9][C:10](=[O:30])[O:11][CH2:12][C@H:13]2[CH2:17][C@@H:16]([NH:18][S:19]([C:22]3[CH:27]=[C:26]([Br:28])[CH:25]=[CH:24][C:23]=3[Br:29])(=[O:21])=[O:20])[CH2:15][NH:14]2)[CH:6]=[CH:7][CH:8]=1.Br[C:32]#[N:33].C(O)C(N)(CO)CO. Product: [CH3:1][O:2][C:3]1[CH:4]=[C:5]([NH:9][C:10](=[O:30])[O:11][CH2:12][C@H:13]2[CH2:17][C@@H:16]([NH:18][S:19]([C:22]3[CH:27]=[C:26]([Br:28])[CH:25]=[CH:24][C:23]=3[Br:29])(=[O:20])=[O:21])[CH2:15][N:14]2[C:32]#[N:33])[CH:6]=[CH:7][CH:8]=1. The catalyst class is: 2. (2) Reactant: [CH2:1]([N:8]1[CH2:13][CH2:12][C:11](=[O:14])[C:10]([CH3:16])([CH3:15])[CH2:9]1)[C:2]1[CH:7]=[CH:6][CH:5]=[CH:4][CH:3]=1.[BH4-].[Na+]. Product: [CH2:1]([N:8]1[CH2:13][CH2:12][CH:11]([OH:14])[C:10]([CH3:16])([CH3:15])[CH2:9]1)[C:2]1[CH:3]=[CH:4][CH:5]=[CH:6][CH:7]=1. The catalyst class is: 5. (3) Reactant: [CH:1]12[N:8]([C:9]3[N:14]=[C:13]([C:15]4[CH:21]=[CH:20][C:18]([NH2:19])=[CH:17][CH:16]=4)[N:12]=[C:11]4[N:22]([CH2:25][C:26]([F:29])([F:28])[F:27])[N:23]=[CH:24][C:10]=34)[CH:5]([CH2:6][CH2:7]1)[CH2:4][O:3][CH2:2]2.ClC(Cl)(OC(=O)OC(Cl)(Cl)Cl)Cl.C1(N)CC1.[N:46]([C:49]1[CH:54]=[CH:53]C(C2N=C3N(CC(F)(F)F)N=CC3=C(N3C4CCC3COC4)N=2)=CC=1)=[C:47]=[O:48]. Product: [CH:49]1([NH:46][C:47]([NH:19][C:18]2[CH:20]=[CH:21][C:15]([C:13]3[N:12]=[C:11]4[N:22]([CH2:25][C:26]([F:28])([F:27])[F:29])[N:23]=[CH:24][C:10]4=[C:9]([N:8]4[CH:5]5[CH2:6][CH2:7][CH:1]4[CH2:2][O:3][CH2:4]5)[N:14]=3)=[CH:16][CH:17]=2)=[O:48])[CH2:54][CH2:53]1. The catalyst class is: 236. (4) Reactant: C(N(CC)CC)C.[F:8][C:9]1[CH:30]=[CH:29][CH:28]=[CH:27][C:10]=1[CH:11]=[C:12]1[C:17](=[O:18])[C:16](=[CH:19][C:20]2[CH:25]=[CH:24][CH:23]=[CH:22][C:21]=2[F:26])[CH2:15][NH:14][CH2:13]1.[C:31](Cl)(=[O:49])[CH2:32][CH2:33][CH2:34][CH2:35][CH2:36][CH2:37][CH2:38][CH2:39][CH2:40][CH2:41][CH2:42][CH2:43][CH2:44][CH2:45][CH2:46][CH2:47][CH3:48].C(=O)([O-])[O-].[K+].[K+]. Product: [C:31]([N:14]1[CH2:13][C:12](=[CH:11][C:10]2[CH:27]=[CH:28][CH:29]=[CH:30][C:9]=2[F:8])[C:17](=[O:18])[C:16](=[CH:19][C:20]2[CH:25]=[CH:24][CH:23]=[CH:22][C:21]=2[F:26])[CH2:15]1)(=[O:49])[CH2:32][CH2:33][CH2:34][CH2:35][CH2:36][CH2:37][CH2:38][CH2:39][CH2:40][CH2:41][CH2:42][CH2:43][CH2:44][CH2:45][CH2:46][CH2:47][CH3:48]. The catalyst class is: 26. (5) Reactant: [C:1]([O:5][C:6]([NH:8][CH2:9][CH2:10][CH:11]([OH:16])[C:12]([O:14][CH3:15])=[O:13])=[O:7])([CH3:4])([CH3:3])[CH3:2].N1C=CN=C1.[CH3:22][C:23]([Si:26](Cl)([CH3:28])[CH3:27])([CH3:25])[CH3:24]. Product: [C:1]([O:5][C:6]([NH:8][CH2:9][CH2:10][CH:11]([O:16][Si:26]([C:23]([CH3:25])([CH3:24])[CH3:22])([CH3:28])[CH3:27])[C:12]([O:14][CH3:15])=[O:13])=[O:7])([CH3:3])([CH3:4])[CH3:2]. The catalyst class is: 4.